This data is from Full USPTO retrosynthesis dataset with 1.9M reactions from patents (1976-2016). The task is: Predict the reactants needed to synthesize the given product. (1) Given the product [F:29][C:26]([F:27])([F:28])[C:18]1[CH:17]=[C:16]([CH:21]=[C:20]([C:22]([F:23])([F:24])[F:25])[CH:19]=1)[CH2:15][O:14][C@H:10]1[O:11][CH2:12][CH2:13][NH:8][C@H:9]1[C:30]1[CH:35]=[CH:34][CH:33]=[CH:32][CH:31]=1, predict the reactants needed to synthesize it. The reactants are: C([N:8]1[CH2:13][CH2:12][O:11][C@H:10]([O:14][CH2:15][C:16]2[CH:21]=[C:20]([C:22]([F:25])([F:24])[F:23])[CH:19]=[C:18]([C:26]([F:29])([F:28])[F:27])[CH:17]=2)[C@@H:9]1[C:30]1[CH:35]=[CH:34][CH:33]=[CH:32][CH:31]=1)C1C=CC=CC=1.O.[H][H]. (2) Given the product [OH:28][CH2:27][C:13]1([C:22]([O:24][CH2:25][CH3:26])=[O:23])[C:21]2[C:16](=[CH:17][CH:18]=[CH:19][CH:20]=2)[CH2:15][CH2:14]1, predict the reactants needed to synthesize it. The reactants are: C(NC(C)C)(C)C.C([Li])CCC.[CH:13]1([C:22]([O:24][CH2:25][CH3:26])=[O:23])[C:21]2[C:16](=[CH:17][CH:18]=[CH:19][CH:20]=2)[CH2:15][CH2:14]1.[CH2:27]=[O:28]. (3) Given the product [ClH:15].[O:1]1[CH:5]=[CH:4][CH:3]=[C:2]1[C@H:6]([NH2:8])[CH3:7], predict the reactants needed to synthesize it. The reactants are: [O:1]1[CH:5]=[CH:4][CH:3]=[C:2]1[C@H:6]([NH:8][S@](C(C)(C)C)=O)[CH3:7].[ClH:15]. (4) Given the product [O:14]1[CH:18]=[CH:17][C:16]([C:19]2[O:7][N:6]=[C:4]([C:3]3[CH:8]=[C:9]([O:12][CH3:13])[CH:10]=[CH:11][C:2]=3[OH:1])[N:5]=2)=[CH:15]1, predict the reactants needed to synthesize it. The reactants are: [OH:1][C:2]1[CH:11]=[CH:10][C:9]([O:12][CH3:13])=[CH:8][C:3]=1[C:4]([NH:6][OH:7])=[NH:5].[O:14]1[CH:18]=[CH:17][C:16]([C:19](O)=O)=[CH:15]1.